This data is from Catalyst prediction with 721,799 reactions and 888 catalyst types from USPTO. The task is: Predict which catalyst facilitates the given reaction. (1) Reactant: [C:1]([O:5][C:6](=[O:34])[C@@H:7]([NH:13][C:14]([NH:16][C@@H:17]([CH2:25][CH2:26][C:27]([O:29][C:30]([CH3:33])([CH3:32])[CH3:31])=[O:28])[C:18]([O:20][C:21]([CH3:24])([CH3:23])[CH3:22])=[O:19])=[O:15])[CH2:8][CH2:9][C:10]([OH:12])=[O:11])([CH3:4])([CH3:3])[CH3:2].[CH2:35]1[C:40](=[O:41])[N:39](OC(O[N:39]2[C:40](=[O:41])[CH2:35][CH2:36][C:37]2=[O:38])=O)[C:37](=[O:38])[CH2:36]1.N1C=CC=CC=1. Product: [C:1]([O:5][C:6](=[O:34])[C@@H:7]([NH:13][C:14](=[O:15])[NH:16][C@@H:17]([CH2:25][CH2:26][C:27]([O:29][C:30]([CH3:33])([CH3:32])[CH3:31])=[O:28])[C:18]([O:20][C:21]([CH3:22])([CH3:23])[CH3:24])=[O:19])[CH2:8][CH2:9][C:10]([O:12][N:39]1[C:40](=[O:41])[CH2:35][CH2:36][C:37]1=[O:38])=[O:11])([CH3:2])([CH3:3])[CH3:4]. The catalyst class is: 23. (2) Reactant: Cl[CH2:2][CH2:3][CH2:4][CH2:5][CH:6]([C:19]1[NH:23][N:22]=[C:21]([NH:24][C:25]2[CH:30]=[CH:29][C:28]([N:31]3[C:35]([CH3:36])=[N:34][CH:33]=[N:32]3)=[C:27]([F:37])[CH:26]=2)[N:20]=1)[C:7]1[CH:12]=[CH:11][C:10]([O:13][CH2:14][C:15]([F:18])([F:17])[F:16])=[CH:9][CH:8]=1.[I-].[Na+]. Product: [F:37][C:27]1[CH:26]=[C:25]([NH:24][C:21]2[N:20]=[C:19]3[CH:6]([C:7]4[CH:12]=[CH:11][C:10]([O:13][CH2:14][C:15]([F:18])([F:17])[F:16])=[CH:9][CH:8]=4)[CH2:5][CH2:4][CH2:3][CH2:2][N:23]3[N:22]=2)[CH:30]=[CH:29][C:28]=1[N:31]1[C:35]([CH3:36])=[N:34][CH:33]=[N:32]1. The catalyst class is: 21.